This data is from Reaction yield outcomes from USPTO patents with 853,638 reactions. The task is: Predict the reaction yield, written as a fraction of the theoretical maximum amount of product (1.0 means a 100% yield; for example, 0.34 means a 34% yield). The reactants are B.C1COCC1.[Cl:7][C:8]1[CH:16]=[C:15]([S:17]([CH3:20])(=[O:19])=[O:18])[CH:14]=[CH:13][C:9]=1[C:10]([NH2:12])=O. No catalyst specified. The product is [ClH:7].[Cl:7][C:8]1[CH:16]=[C:15]([S:17]([CH3:20])(=[O:19])=[O:18])[CH:14]=[CH:13][C:9]=1[CH2:10][NH2:12]. The yield is 0.880.